From a dataset of Forward reaction prediction with 1.9M reactions from USPTO patents (1976-2016). Predict the product of the given reaction. (1) Given the reactants Cl[CH2:2][C:3]1[C:8]([O:9][CH3:10])=[N:7][C:6]([C:11]2[CH:16]=[CH:15][CH:14]=[CH:13][CH:12]=2)=[CH:5][N:4]=1.[NH:17]1[CH:21]=[CH:20][N:19]=[C:18]1[C:22]1[S:23][CH:24]=[CH:25][N:26]=1.C([O-])([O-])=O.[K+].[K+], predict the reaction product. The product is: [CH3:10][O:9][C:8]1[C:3]([CH2:2][N:17]2[CH:21]=[CH:20][N:19]=[C:18]2[C:22]2[S:23][CH:24]=[CH:25][N:26]=2)=[N:4][CH:5]=[C:6]([C:11]2[CH:16]=[CH:15][CH:14]=[CH:13][CH:12]=2)[N:7]=1. (2) Given the reactants C(C1[S:8][C:7]([C:9]([OH:11])=[O:10])=[CH:6][CH:5]=1)(=O)C.CC[N:14]([CH:18]([CH3:20])[CH3:19])C(C)C.CC[OH:23], predict the reaction product. The product is: [OH:23][N:14]=[C:18]([C:19]1[S:8][C:7]([C:9]([OH:11])=[O:10])=[CH:6][CH:5]=1)[CH3:20]. (3) Given the reactants Br[CH2:2][C:3]1[CH:4]=[C:5]([CH:9]=[CH:10][CH:11]=1)[C:6]([OH:8])=[O:7].[C:12]([O-:15])(=[S:14])[CH3:13].[K+], predict the reaction product. The product is: [C:12]([S:14][CH2:2][C:3]1[CH:4]=[C:5]([CH:9]=[CH:10][CH:11]=1)[C:6]([OH:8])=[O:7])(=[O:15])[CH3:13]. (4) Given the reactants [Br:1][C:2]1[CH:3]=[CH:4][C:5]2[O:9][C:8]([C:10](=[O:12])[NH2:11])=[C:7]([NH:13][C:14]([CH:16]3[CH2:20][CH2:19][CH2:18]N3C(OC(C)(C)C)=O)=O)[C:6]=2[CH:28]=1.[Cl:29][C:30]1C=C(C=C[CH:37]=1)C=O.Cl, predict the reaction product. The product is: [Br:1][C:2]1[CH:3]=[CH:4][C:5]2[O:9][C:8]3[C:10](=[O:12])[NH:11][C:14]([C:16]4[CH:20]=[CH:19][CH:18]=[C:30]([Cl:29])[CH:37]=4)=[N:13][C:7]=3[C:6]=2[CH:28]=1. (5) Given the reactants O=[C:2]1[CH2:7][CH2:6][CH:5]([C:8]([O:10][CH2:11][CH3:12])=[O:9])[CH2:4][CH2:3]1.[CH3:13][C@@H:14]1[NH:19][CH2:18][CH2:17][N:16]([C:20]([O:22][C:23]([CH3:26])([CH3:25])[CH3:24])=[O:21])[CH2:15]1.C(O)(=O)C.C(O[BH-](OC(=O)C)OC(=O)C)(=O)C.[Na+].[OH-].[Na+], predict the reaction product. The product is: [CH2:11]([O:10][C:8]([CH:5]1[CH2:6][CH2:7][CH:2]([N:19]2[CH2:18][CH2:17][N:16]([C:20]([O:22][C:23]([CH3:26])([CH3:25])[CH3:24])=[O:21])[CH2:15][C@@H:14]2[CH3:13])[CH2:3][CH2:4]1)=[O:9])[CH3:12]. (6) Given the reactants CC1(C)C(C)(C)OB([C:9]2[CH:10]=[CH:11][C:12]3[O:17][CH2:16][C:15](=[O:18])[NH:14][C:13]=3[CH:19]=2)O1.Br[C:22]1[C:23]([CH3:35])=[N:24][N:25]([CH3:34])[C:26]=1[C:27]1[CH:32]=[CH:31][C:30]([CH3:33])=[CH:29][CH:28]=1.C(=O)([O-])[O-].[Cs+].[Cs+].O, predict the reaction product. The product is: [CH3:34][N:25]1[C:26]([C:27]2[CH:32]=[CH:31][C:30]([CH3:33])=[CH:29][CH:28]=2)=[C:22]([C:9]2[CH:10]=[CH:11][C:12]3[O:17][CH2:16][C:15](=[O:18])[NH:14][C:13]=3[CH:19]=2)[C:23]([CH3:35])=[N:24]1. (7) Given the reactants [CH3:1][O:2][C:3](=[O:32])[CH2:4][CH2:5][CH2:6][CH2:7][CH2:8][O:9][C:10]1[CH:15]=[CH:14][C:13]([NH:16][C:17](=[O:31])[CH2:18][CH2:19][CH2:20][CH2:21][CH2:22][O:23]CC2C=CC=CC=2)=[CH:12][CH:11]=1, predict the reaction product. The product is: [CH3:1][O:2][C:3](=[O:32])[CH2:4][CH2:5][CH2:6][CH2:7][CH2:8][O:9][C:10]1[CH:11]=[CH:12][C:13]([NH:16][C:17](=[O:31])[CH2:18][CH2:19][CH2:20][CH2:21][CH2:22][OH:23])=[CH:14][CH:15]=1.